Dataset: Forward reaction prediction with 1.9M reactions from USPTO patents (1976-2016). Task: Predict the product of the given reaction. (1) Given the reactants [CH3:1][C:2]1[CH:3]=[C:4]([C:11]([OH:13])=O)[S:5][C:6]=1[CH:7]=[C:8]([CH3:10])[CH3:9].C([O:21][C:22]1[C:31]([CH3:32])=[CH:30][C:25]([C:26]([NH:28][NH2:29])=O)=[CH:24][C:23]=1[CH2:33][CH3:34])C1C=CC=CC=1, predict the reaction product. The product is: [CH2:33]([C:23]1[CH:24]=[C:25]([C:26]2[O:13][C:11]([C:4]3[S:5][C:6]([CH2:7][CH:8]([CH3:9])[CH3:10])=[C:2]([CH3:1])[CH:3]=3)=[N:29][N:28]=2)[CH:30]=[C:31]([CH3:32])[C:22]=1[OH:21])[CH3:34]. (2) The product is: [CH3:13][N:14]1[CH:18]=[CH:17][N:16]=[C:15]1[CH:21]=[C:9]1[C:10](=[O:11])[O:12][C:6]([C:2]2[S:1][CH:5]=[CH:4][CH:3]=2)=[N:8]1. Given the reactants [S:1]1[CH:5]=[CH:4][CH:3]=[C:2]1[C:6]([NH:8][CH2:9][C:10]([OH:12])=[O:11])=O.[CH3:13][N:14]1[CH:18]=[C:17](C=O)[N:16]=[CH:15]1.[C:21]([O-])(=O)C.[Na+].C(OC(=O)C)(=O)C, predict the reaction product. (3) Given the reactants Cl[C:2]1[C:11]([CH3:12])=[C:10]([Cl:13])[C:9]2[C:4](=[CH:5][C:6]([F:15])=[CH:7][C:8]=2[F:14])[N:3]=1.[CH3:16][O:17][CH2:18][C@@H:19]1[CH2:23][CH2:22][CH2:21][NH:20]1.C(N(CC)CC)C, predict the reaction product. The product is: [Cl:13][C:10]1[C:9]2[C:4](=[CH:5][C:6]([F:15])=[CH:7][C:8]=2[F:14])[N:3]=[C:2]([N:20]2[CH2:21][CH2:22][CH2:23][C@H:19]2[CH2:18][O:17][CH3:16])[C:11]=1[CH3:12].